This data is from Full USPTO retrosynthesis dataset with 1.9M reactions from patents (1976-2016). The task is: Predict the reactants needed to synthesize the given product. (1) Given the product [NH2:1][SiH:4]1[N:8]([C:9]([CH3:16])([CH3:15])[CH2:10][C:11]([CH3:14])([CH3:13])[CH3:12])[CH:7]=[CH:6][N:5]1[C:17]([CH3:24])([CH3:23])[CH2:18][C:19]([CH3:22])([CH3:21])[CH3:20], predict the reactants needed to synthesize it. The reactants are: [NH2-:1].[Li+].Cl[SiH:4]1[N:8]([C:9]([CH3:16])([CH3:15])[CH2:10][C:11]([CH3:14])([CH3:13])[CH3:12])[CH:7]=[CH:6][N:5]1[C:17]([CH3:24])([CH3:23])[CH2:18][C:19]([CH3:22])([CH3:21])[CH3:20].CCCCCC. (2) Given the product [F:14][C:10]1[CH:9]=[C:8]([C:6](=[O:7])[CH2:5][CH2:4][CH2:3][CH2:2][N:29]2[CH2:30][CH2:31][CH:26]([C:22]3[CH:21]=[C:20]([NH:19][C:17](=[O:18])[CH:16]([CH3:15])[CH3:32])[CH:25]=[CH:24][CH:23]=3)[CH2:27][CH2:28]2)[CH:13]=[CH:12][CH:11]=1, predict the reactants needed to synthesize it. The reactants are: Cl[CH2:2][CH2:3][CH2:4][CH2:5][C:6]([C:8]1[CH:13]=[CH:12][CH:11]=[C:10]([F:14])[CH:9]=1)=[O:7].[CH3:15][CH:16]([CH3:32])[C:17]([NH:19][C:20]1[CH:25]=[CH:24][CH:23]=[C:22]([CH:26]2[CH2:31][CH2:30][NH:29][CH2:28][CH2:27]2)[CH:21]=1)=[O:18]. (3) Given the product [CH2:22]([O:21][C:17]1[CH:16]=[C:15]([C:29]2[CH:30]=[CH:31][C:26]([CH2:25][OH:24])=[CH:27][CH:28]=2)[CH:20]=[CH:19][CH:18]=1)[CH3:23], predict the reactants needed to synthesize it. The reactants are: C1(C)C=CC=CC=1.C(=O)([O-])[O-].[Na+].[Na+].Br[C:15]1[CH:16]=[C:17]([O:21][CH2:22][CH3:23])[CH:18]=[CH:19][CH:20]=1.[OH:24][CH2:25][C:26]1[CH:31]=[CH:30][C:29](B(O)O)=[CH:28][CH:27]=1. (4) Given the product [CH2:1]([NH:8][C:9]1[C:10]2[N:11]([CH:29]=[CH:30][C:31]=2[C:32]2[CH:37]=[CH:36][CH:35]=[CH:34][CH:33]=2)[N:12]=[C:13]([C:15]2[CH:16]=[C:17]([S:21]([NH2:24])(=[O:23])=[O:22])[CH:18]=[N:19][CH:20]=2)[CH:14]=1)[C:2]1[CH:3]=[CH:4][CH:5]=[CH:6][CH:7]=1, predict the reactants needed to synthesize it. The reactants are: [CH2:1]([NH:8][C:9]1[C:10]2[N:11]([CH:29]=[CH:30][C:31]=2[C:32]2[CH:37]=[CH:36][CH:35]=[CH:34][CH:33]=2)[N:12]=[C:13]([C:15]2[CH:16]=[C:17]([S:21]([NH:24]C(C)(C)C)(=[O:23])=[O:22])[CH:18]=[N:19][CH:20]=2)[CH:14]=1)[C:2]1[CH:7]=[CH:6][CH:5]=[CH:4][CH:3]=1.OS(C(F)(F)F)(=O)=O. (5) The reactants are: C[O:2][C:3]([C@@H:5]1[CH2:9][C@@H:8]([S:10]([CH2:13][CH:14]2[CH2:16][CH2:15]2)(=[O:12])=[O:11])[CH2:7][N:6]1[C:17]1[N:18]([CH:23]2[CH2:26][CH2:25][CH2:24]2)[N:19]=[C:20]([CH3:22])[CH:21]=1)=[O:4].[OH-].[Li+]. Given the product [CH:23]1([N:18]2[C:17]([N:6]3[CH2:7][C@H:8]([S:10]([CH2:13][CH:14]4[CH2:16][CH2:15]4)(=[O:11])=[O:12])[CH2:9][C@H:5]3[C:3]([OH:4])=[O:2])=[CH:21][C:20]([CH3:22])=[N:19]2)[CH2:26][CH2:25][CH2:24]1, predict the reactants needed to synthesize it. (6) Given the product [Cl:1][C:2]1[C:3]([O:42][C:41]2[CH:40]=[CH:39][C:38]([C:43]3[CH:48]=[CH:47][CH:46]=[C:45]([C:49]([F:50])([F:51])[F:52])[CH:44]=3)=[CH:37][C:36]=2[C:33]2[CH:34]=[CH:35][N:30]=[N:31][CH:32]=2)=[CH:4][C:5]([F:28])=[C:6]([S:8]([N:11]([CH2:17][C:18]2[CH:23]=[CH:22][C:21]([O:24][CH3:25])=[CH:20][C:19]=2[O:26][CH3:27])[C:12]2[S:13][CH:14]=[N:15][N:16]=2)(=[O:10])=[O:9])[CH:7]=1, predict the reactants needed to synthesize it. The reactants are: [Cl:1][C:2]1[C:3](F)=[CH:4][C:5]([F:28])=[C:6]([S:8]([N:11]([CH2:17][C:18]2[CH:23]=[CH:22][C:21]([O:24][CH3:25])=[CH:20][C:19]=2[O:26][CH3:27])[C:12]2[S:13][CH:14]=[N:15][N:16]=2)(=[O:10])=[O:9])[CH:7]=1.[N:30]1[CH:35]=[CH:34][C:33]([C:36]2[CH:37]=[C:38]([C:43]3[CH:48]=[CH:47][CH:46]=[C:45]([C:49]([F:52])([F:51])[F:50])[CH:44]=3)[CH:39]=[CH:40][C:41]=2[OH:42])=[CH:32][N:31]=1.C(=O)([O-])[O-].[K+].[K+].